Dataset: Full USPTO retrosynthesis dataset with 1.9M reactions from patents (1976-2016). Task: Predict the reactants needed to synthesize the given product. (1) Given the product [ClH:19].[CH3:6][C:2]([OH:1])([CH3:7])[C:3]([N:53]1[CH2:54][CH:55]([C:56]2[CH:57]=[CH:58][CH:59]=[CH:60][CH:61]=2)[CH:51]([CH2:50][NH:42][C@@H:40]([C:30]2[C:39]3[C:34](=[CH:35][CH:36]=[CH:37][CH:38]=3)[CH:33]=[CH:32][CH:31]=2)[CH3:41])[CH2:52]1)=[O:4], predict the reactants needed to synthesize it. The reactants are: [OH:1][C:2]([CH3:7])([CH3:6])[C:3](O)=[O:4].CCN=C=NCCCN(C)C.[ClH:19].C1C=CC2N(O)N=NC=2C=1.[C:30]1([C@H:40]([N:42]([CH2:50][CH:51]2[CH:55]([C:56]3[CH:61]=[CH:60][CH:59]=[CH:58][CH:57]=3)[CH2:54][NH:53][CH2:52]2)C(=O)OC(C)(C)C)[CH3:41])[C:39]2[C:34](=[CH:35][CH:36]=[CH:37][CH:38]=2)[CH:33]=[CH:32][CH:31]=1.C(=O)(O)[O-].[Na+]. (2) Given the product [Cl:1][C:2]1[CH:8]=[C:7]([Cl:9])[CH:6]=[C:4]2[C:3]=1[CH:21]([C:20]1[CH:19]=[C:18]([CH3:17])[CH:25]=[CH:24][CH:23]=1)[CH2:22][CH:11]([C:10]([OH:14])=[O:13])[NH:5]2, predict the reactants needed to synthesize it. The reactants are: [Cl:1][C:2]1[CH:3]=[C:4]([CH:6]=[C:7]([Cl:9])[CH:8]=1)[NH2:5].[C:10]([O:14]CC)(=[O:13])[CH:11]=O.[CH3:17][C:18]1[CH:19]=[C:20]([CH:23]=[CH:24][CH:25]=1)[CH:21]=[CH2:22].FC(F)(F)C(O)=O.[OH-].[Na+]. (3) Given the product [C:17]([OH:23])([C:19]([F:22])([F:21])[F:20])=[O:18].[NH2:1][CH2:2][C:3]([NH:5][CH2:6][C:7]([OH:9])=[O:8])=[O:4], predict the reactants needed to synthesize it. The reactants are: [NH:1](C(OC(C)(C)C)=O)[CH2:2][C:3]([NH:5][CH2:6][C:7]([OH:9])=[O:8])=[O:4].[C:17]([OH:23])([C:19]([F:22])([F:21])[F:20])=[O:18]. (4) Given the product [CH:1]1([N:6]2[CH2:12][C:11]([F:13])([F:14])[C:10](=[O:15])[N:9]([CH3:16])[C:8]3[CH:17]=[N:18][C:19]([NH:21][C:22]4[CH:30]=[CH:29][C:25]([C:26]([NH:72][N:66]5[CH2:71][CH2:70][CH2:69][CH2:68][CH2:67]5)=[O:27])=[CH:24][C:23]=4[O:31][CH3:32])=[N:20][C:7]2=3)[CH2:5][CH2:4][CH2:3][CH2:2]1, predict the reactants needed to synthesize it. The reactants are: [CH:1]1([N:6]2[CH2:12][C:11]([F:14])([F:13])[C:10](=[O:15])[N:9]([CH3:16])[C:8]3[CH:17]=[N:18][C:19]([NH:21][C:22]4[CH:30]=[CH:29][C:25]([C:26](O)=[O:27])=[CH:24][C:23]=4[O:31][CH3:32])=[N:20][C:7]2=3)[CH2:5][CH2:4][CH2:3][CH2:2]1.F[P-](F)(F)(F)(F)F.CN(C(N(C)C)=[N+]1C2C(=NC=CC=2)[N+]([O-])=N1)C.C(N(C(C)C)C(C)C)C.[N:66]1([NH2:72])[CH2:71][CH2:70][CH2:69][CH2:68][CH2:67]1. (5) Given the product [Cl:1][C:2]1[N:10]=[C:9]2[C:5]([N:6]([CH2:21][C@H:22]3[CH2:27][CH2:26][C@H:25]([CH3:28])[CH2:24][CH2:23]3)[C:7]([C:11]3([C:15]4[CH:16]=[CH:17][CH:18]=[CH:19][CH:20]=4)[CH2:12][CH2:13][CH2:14]3)=[N:8]2)=[C:4]([C:33]2[CH:34]=[N:35][CH:36]=[C:31]([Cl:30])[CH:32]=2)[N:3]=1, predict the reactants needed to synthesize it. The reactants are: [Cl:1][C:2]1[N:10]=[C:9]2[C:5]([N:6]([CH2:21][C@H:22]3[CH2:27][CH2:26][C@H:25]([CH3:28])[CH2:24][CH2:23]3)[C:7]([C:11]3([C:15]4[CH:20]=[CH:19][CH:18]=[CH:17][CH:16]=4)[CH2:14][CH2:13][CH2:12]3)=[N:8]2)=[C:4](Cl)[N:3]=1.[Cl:30][C:31]1[CH:32]=[C:33](B(O)O)[CH:34]=[N:35][CH:36]=1.C(=O)([O-])[O-].[Cs+].[Cs+]. (6) Given the product [CH2:13]([O:5][C:4]1[CH:3]=[C:2]([CH:10]=[C:8]([O:9][CH2:1][C:2]2[CH:10]=[CH:8][CH:6]=[CH:4][CH:3]=2)[C:6]=1[O:7][CH2:13][C:14]1[CH:19]=[CH:18][CH:17]=[CH:16][CH:15]=1)[C:1]([OH:12])=[O:11])[C:14]1[CH:19]=[CH:18][CH:17]=[CH:16][CH:15]=1, predict the reactants needed to synthesize it. The reactants are: [C:1]([OH:12])(=[O:11])[C:2]1[CH:10]=[C:8]([OH:9])[C:6]([OH:7])=[C:4]([OH:5])[CH:3]=1.[CH2:13](Cl)[C:14]1[CH:19]=[CH:18][CH:17]=[CH:16][CH:15]=1.C([O-])([O-])=O.[K+].[K+].